From a dataset of Drug-target binding data from BindingDB using IC50 measurements. Regression. Given a target protein amino acid sequence and a drug SMILES string, predict the binding affinity score between them. We predict pIC50 (pIC50 = -log10(IC50 in M); higher means more potent). Dataset: bindingdb_ic50. (1) The small molecule is CC(=O)N1CCN(c2ccc(OC[C@@H]3CO[C@@](Cn4ccnc4)(c4ccc(Cl)cc4Cl)O3)cc2)CC1. The target protein (P08683) has sequence MDPVLVLVLTLSSLLLLSLWRQSFGRGKLPPGPTPLPIIGNTLQIYMKDIGQSIKKFSKVYGPIFTLYLGMKPFVVLHGYEAVKEALVDLGEEFSGRGSFPVSERVNKGLGVIFSNGMQWKEIRRFSIMTLRTFGMGKRTIEDRIQEEAQCLVEELRKSKGAPFDPTFILGCAPCNVICSIIFQNRFDYKDPTFLNLMHRFNENFRLFSSPWLQVCNTFPAIIDYFPGSHNQVLKNFFYIKNYVLEKVKEHQESLDKDNPRDFIDCFLNKMEQEKHNPQSEFTLESLVATVTDMFGAGTETTSTTLRYGLLLLLKHVDVTAKVQEEIERVIGRNRSPCMKDRSQMPYTDAVVHEIQRYIDLVPTNLPHLVTRDIKFRNYFIPKGTNVIVSLSSILHDDKEFPNPEKFDPGHFLDERGNFKKSDYFMPFSAGKRICAGEALARTELFLFFTTILQNFNLKSLVDVKDIDTTPAISGFGHLPPFYEACFIPVQRADSLSSHL.... The pIC50 is 4.0. (2) The compound is CCc1nc2cccnc2n1Cc1ccc(/C=C/CN2CCN(C(C)C)CC2)cc1. The target protein (Q4KLH9) has sequence MDNSTGTWEGCHVDSRVDHLFPPSLYIFVIGVGLPTNCLALWAAYRQVRQRNELGVYLMNLSIADLLYICTLPLWVDYFLHHDNWIHGPGSCKLFGFIFYSNIYISIAFLCCISVDRYLAVAHPLRFARLRRVKTAVAVSSVVWATELGANSAPLFHDELFRDRYNHTFCFEKFPMERWVAWMNLYRVFVGFLFPWALMLLCYRGILRAVQSSVSTERQEKVKIKRLALSLIAIVLVCFAPYHALLLSRSAVYLGRPWDCGFEERVFSAYHSSLAFTSLNCVADPILYCLVNEGARSDVAKALHNLLRFLASNKPQEMANASLTLETPLTSKRSTTGKTSGAVWAVPPTAQGDQVPLKVLLPPAQ. The pIC50 is 4.7. (3) The small molecule is COc1cccc(CNC(=O)CNS(=O)(=O)c2ccc3[nH]c(=O)oc3c2)c1. The target protein (P05187) has sequence MLGPCMLLLLLLLGLRLQLSLGIIPVEEENPDFWNREAAEALGAAKKLQPAQTAAKNLIIFLGDGMGVSTVTAARILKGQKKDKLGPEIPLAMDRFPYVALSKTYNVDKHVPDSGATATAYLCGVKGNFQTIGLSAAARFNQCNTTRGNEVISVMNRAKKAGKSVGVVTTTRVQHASPAGTYAHTVNRNWYSDADVPASARQEGCQDIATQLISNMDIDVILGGGRKYMFRMGTPDPEYPDDYSQGGTRLDGKNLVQEWLAKRQGARYVWNRTELMQASLDPSVTHLMGLFEPGDMKYEIHRDSTLDPSLMEMTEAALRLLSRNPRGFFLFVEGGRIDHGHHESRAYRALTETIMFDDAIERAGQLTSEEDTLSLVTADHSHVFSFGGYPLRGSSIFGLAPGKARDRKAYTVLLYGNGPGYVLKDGARPDVTESESGSPEYRQQSAVPLDEETHAGEDVAVFARGPQAHLVHGVQEQTFIAHVMAFAACLEPYTACDLAP.... The pIC50 is 4.0. (4) The drug is Cc1[nH]nc(C(=O)O)c1Cc1ccc(-c2ccc(OC(F)(F)F)cc2)cc1. The target protein (Q07523) has sequence MPLVCLADFKAHAQKQLSKTSWDFIEGEADDGITYSENIAAFKRIRLRPRYLRDMSKVDTRTTIQGQEISAPICISPTAFHSIAWPDGEKSTARAAQEANICYVISSYASYSLEDIVAAAPEGFRWFQLYMKSDWDFNKQMVQRAEALGFKALVITIDTPVLGNRRRDKRNQLNLEANILLKDLRALKEEKPTQSVPVSFPKASFCWNDLSLLQSITRLPIILKGILTKEDAELAMKHNVQGIVVSNHGGRQLDEVSASIDALREVVAAVKGKIEVYMDGGVRTGTDVLKALALGARCIFLGRPILWGLACKGEDGVKEVLDILTAELHRCMTLSGCQSVAEISPDLIQFSRL. The pIC50 is 5.7. (5) The compound is CCc1nc2ccc(C3CCN(CC(=O)N4CC(O)C4)CC3)cn2c1N(C)c1nc(-c2ccc(F)cc2)c(C#N)s1. The target protein (Q64610) has sequence MARQGCLGSFQVISLFTFAISVNICLGFTASRIKRAEWDEGPPTVLSDSPWTNTSGSCKGRCFELQEVGPPDCRCDNLCKSYSSCCHDFDELCLKTARGWECTKDRCGEVRNEENACHCSEDCLSRGDCCTNYQVVCKGESHWVDDDCEEIKVPECPAGFVRPPLIIFSVDGFRASYMKKGSKVMPNIEKLRSCGTHAPYMRPVYPTKTFPNLYTLATGLYPESHGIVGNSMYDPVFDASFHLRGREKFNHRWWGGQPLWITATKQGVRAGTFFWSVSIPHERRILTILQWLSLPDNERPSVYAFYSEQPDFSGHKYGPFGPEMTNPLREIDKTVGQLMDGLKQLRLHRCVNVIFVGDHGMEDVTCDRTEFLSNYLTNVDDITLVPGTLGRIRAKSINNSKYDPKTIIANLTCKKPDQHFKPYMKQHLPKRLHYANNRRIEDIHLLVDRRWHVARKPLDVYKKPSGKCFFQGDHGFDNKVNSMQTVFVGYGPTFKYRTKV.... The pIC50 is 7.7. (6) The compound is CCc1cccc(N(CC)C(=O)Cn2c(C(=O)N[C@H]3CC[C@H](C(=O)OC)CC3)cc3sccc32)c1. The target protein (Q9GV45) has sequence MAYSTLFIIALTAVVTQASSTQKSNLTFTLADFVGDWQQTAGYNQDQVLEQGGLSSLFQALGVSVTPIQKVVLSGENGLKADIHVIIPYEGLSGFQMGLIEMIFKVVYPVDDHHFKIILHYGTLVIDGVTPNMIDYFGRPYPGIAVFDGKQITVTGTLWNGNKIYDERLINPDGSLLFRVTINGVTGWRLCENILA. The pIC50 is 8.4.